This data is from Catalyst prediction with 721,799 reactions and 888 catalyst types from USPTO. The task is: Predict which catalyst facilitates the given reaction. Reactant: [CH3:1][S:2]([O:5][CH2:6][CH2:7][N:8]([CH2:25][CH2:26][O:27][S:28]([CH3:31])(=[O:30])=[O:29])[C:9]1[C:10]([N+:22]([O-:24])=[O:23])=[CH:11][C:12]([N+:19]([O-:21])=[O:20])=[C:13]([CH:18]=1)[C:14]([O:16]C)=[O:15])(=[O:4])=[O:3].[OH-].[K+]. Product: [CH3:31][S:28]([O:27][CH2:26][CH2:25][N:8]([CH2:7][CH2:6][O:5][S:2]([CH3:1])(=[O:4])=[O:3])[C:9]1[C:10]([N+:22]([O-:24])=[O:23])=[CH:11][C:12]([N+:19]([O-:21])=[O:20])=[C:13]([CH:18]=1)[C:14]([OH:16])=[O:15])(=[O:29])=[O:30]. The catalyst class is: 12.